This data is from Catalyst prediction with 721,799 reactions and 888 catalyst types from USPTO. The task is: Predict which catalyst facilitates the given reaction. (1) Reactant: [C:1]([O:5][CH2:6][CH2:7][OH:8])([CH3:4])([CH3:3])[CH3:2].N1C=CC=CC=1.[Cl:15][C:16](Cl)([O:18]C(=O)OC(Cl)(Cl)Cl)Cl. Product: [C:16]([Cl:15])(=[O:18])[O:8][CH2:7][CH2:6][O:5][C:1]([CH3:4])([CH3:3])[CH3:2]. The catalyst class is: 28. (2) Reactant: [CH2:1]([N:8]1[CH2:12][C@H:11]([O:13][Si](C(C)(C)C)(C)C)[C@H:10]([NH:21][C:22](=[O:28])[O:23][C:24]([CH3:27])([CH3:26])[CH3:25])[CH2:9]1)[C:2]1[CH:7]=[CH:6][CH:5]=[CH:4][CH:3]=1.CCCC[N+](CCCC)(CCCC)CCCC.[F-]. Product: [CH2:1]([N:8]1[CH2:12][C@H:11]([OH:13])[C@H:10]([NH:21][C:22](=[O:28])[O:23][C:24]([CH3:26])([CH3:25])[CH3:27])[CH2:9]1)[C:2]1[CH:3]=[CH:4][CH:5]=[CH:6][CH:7]=1. The catalyst class is: 10. (3) Reactant: Cl.[CH2:2]([NH:10][C:11](=[O:25])[CH2:12][CH2:13][C@H:14]([OH:24])[C@@H:15]([NH2:23])[CH2:16][C:17]1[CH:22]=[CH:21][CH:20]=[CH:19][CH:18]=1)[CH2:3][C:4]1[CH:9]=[CH:8][CH:7]=[CH:6][CH:5]=1.[C:26]([O:30][C:31]([NH:33][C@@H:34]([CH:38]([CH3:40])[CH3:39])[C:35](O)=[O:36])=[O:32])([CH3:29])([CH3:28])[CH3:27].O.ON1C2C=CC=CC=2N=N1.CN1CCOCC1.Cl.CN(C)CCCN=C=NCC.C(=O)([O-])O.[Na+]. Product: [C:26]([O:30][C:31](=[O:32])[NH:33][C@H:34]([C:35](=[O:36])[NH:23][C@@H:15]([CH2:16][C:17]1[CH:18]=[CH:19][CH:20]=[CH:21][CH:22]=1)[C@@H:14]([OH:24])[CH2:13][CH2:12][C:11](=[O:25])[NH:10][CH2:2][CH2:3][C:4]1[CH:5]=[CH:6][CH:7]=[CH:8][CH:9]=1)[CH:38]([CH3:39])[CH3:40])([CH3:27])([CH3:29])[CH3:28]. The catalyst class is: 3. (4) Reactant: [Cl:1][C:2]1[CH:17]=[C:16]([Cl:18])[CH:15]=[CH:14][C:3]=1[O:4][C:5]1[CH:12]=[CH:11][C:8]([C:9]#[N:10])=[CH:7][C:6]=1[OH:13].Cl[CH2:20][C:21](=[O:23])[CH3:22].C(=O)([O-])[O-].[K+].[K+].[I-].[K+]. Product: [Cl:1][C:2]1[CH:17]=[C:16]([Cl:18])[CH:15]=[CH:14][C:3]=1[O:4][C:5]1[CH:12]=[CH:11][C:8]([C:9]#[N:10])=[CH:7][C:6]=1[O:13][CH2:20][C:21](=[O:23])[CH3:22]. The catalyst class is: 21. (5) Reactant: [Br:1][C:2]1[CH:11]=[CH:10][CH:9]=[C:8]2[C:3]=1[C:4]([C:12]([OH:14])=O)=[CH:5][N:6]=[CH:7]2.CC[N:17](C(C)C)C(C)C.C1C=CC2N(O)N=NC=2C=1.CCN=C=NCCCN(C)C.Cl. Product: [Br:1][C:2]1[CH:11]=[CH:10][CH:9]=[C:8]2[C:3]=1[C:4]([C:12]([NH2:17])=[O:14])=[CH:5][N:6]=[CH:7]2. The catalyst class is: 1. (6) Reactant: C[Mg]Br.[C:4]1(C)C=CC=CC=1.[Br:11][C:12]1[CH:25]=[CH:24][C:15]([C:16]([C:18]2C=CC=CC=2)=[O:17])=[CH:14][CH:13]=1. Product: [Br:11][C:12]1[CH:13]=[CH:14][C:15]([C:16]([OH:17])([CH3:18])[CH3:4])=[CH:24][CH:25]=1. The catalyst class is: 1.